This data is from Reaction yield outcomes from USPTO patents with 853,638 reactions. The task is: Predict the reaction yield, written as a fraction of the theoretical maximum amount of product (1.0 means a 100% yield; for example, 0.34 means a 34% yield). (1) The reactants are [NH3:1].[CH2:2]([C:4]1[CH:21]=[CH:20][C:7]([O:8][C:9]2[CH:14]=[CH:13][C:12]([S:15](Cl)(=[O:17])=[O:16])=[CH:11][C:10]=2[F:19])=[C:6]([O:22][CH3:23])[CH:5]=1)[CH3:3]. The catalyst is C1COCC1.C(OCC)(=O)C. The product is [CH2:2]([C:4]1[CH:21]=[CH:20][C:7]([O:8][C:9]2[CH:14]=[CH:13][C:12]([S:15]([NH2:1])(=[O:17])=[O:16])=[CH:11][C:10]=2[F:19])=[C:6]([O:22][CH3:23])[CH:5]=1)[CH3:3]. The yield is 0.330. (2) The reactants are [NH2:1][C:2]1[N:29]=[CH:28][CH:27]=[CH:26][C:3]=1[C:4]([NH:6][CH2:7][C:8]1[CH:13]=[CH:12][C:11]([O:14][CH2:15][C:16]2[CH:21]=[CH:20][CH:19]=[CH:18][CH:17]=2)=[C:10]([O:22]COC)[CH:9]=1)=[O:5].Cl.C(=O)(O)[O-].[Na+]. The catalyst is CO. The product is [NH2:1][C:2]1[N:29]=[CH:28][CH:27]=[CH:26][C:3]=1[C:4]([NH:6][CH2:7][C:8]1[CH:13]=[CH:12][C:11]([O:14][CH2:15][C:16]2[CH:21]=[CH:20][CH:19]=[CH:18][CH:17]=2)=[C:10]([OH:22])[CH:9]=1)=[O:5]. The yield is 0.290. (3) The reactants are [F:1][C:2]([F:19])([F:18])[C:3]1[CH:17]=[CH:16][C:6]([CH2:7][O:8][C:9]2[CH:14]=[CH:13][C:12]([NH2:15])=[CH:11][CH:10]=2)=[CH:5][CH:4]=1.[CH3:20][O:21][C:22](=[O:27])[CH2:23][C:24](Cl)=[O:25]. No catalyst specified. The product is [CH3:20][O:21][C:22](=[O:27])[CH2:23][C:24]([NH:15][C:12]1[CH:13]=[CH:14][C:9]([O:8][CH2:7][C:6]2[CH:16]=[CH:17][C:3]([C:2]([F:18])([F:19])[F:1])=[CH:4][CH:5]=2)=[CH:10][CH:11]=1)=[O:25]. The yield is 0.710. (4) The reactants are Cl.CN(C)CCCN=C=NCC.[CH3:13][O:14][C:15](=[O:23])[CH2:16][CH2:17][CH2:18][CH2:19][C:20]([OH:22])=O.Cl.[NH2:25][CH2:26][C:27]([C:29]1[CH:34]=[CH:33][CH:32]=[CH:31][C:30]=1[O:35][CH3:36])=[O:28].C(N(CC)CC)C. The catalyst is CN(C)C1C=CN=CC=1.C(Cl)Cl. The product is [CH3:13][O:14][C:15](=[O:23])[CH2:16][CH2:17][CH2:18][CH2:19][C:20](=[O:22])[NH:25][CH2:26][C:27]([C:29]1[CH:34]=[CH:33][CH:32]=[CH:31][C:30]=1[O:35][CH3:36])=[O:28]. The yield is 0.800. (5) The reactants are [C:1]([O:5][C:6]([N:8]1[C@@H:12]([CH3:13])[CH2:11][CH2:10][C@H:9]1[C:14]1[NH:15][C:16]([C:19]2[CH:24]=[C:23]3[CH2:25][O:26][C:27]4[CH:52]=[C:51]5[C:30]([CH2:31][CH2:32][C:33]6[N:37]=[C:36]([C@@H:38]7[CH2:42][CH2:41][C@H:40]([CH3:43])[N:39]7[C:44]([O:46][C:47]([CH3:50])([CH3:49])[CH3:48])=[O:45])[NH:35][C:34]=65)=[CH:29][C:28]=4[C:22]3=[CH:21][CH:20]=2)=[CH:17][N:18]=1)=[O:7])([CH3:4])([CH3:3])[CH3:2]. The catalyst is C(Cl)Cl.O=[Mn]=O. The product is [C:47]([O:46][C:44]([N:39]1[C@@H:40]([CH3:43])[CH2:41][CH2:42][C@H:38]1[C:36]1[NH:35][C:34]2[C:51]3[C:30]([CH:31]=[CH:32][C:33]=2[N:37]=1)=[CH:29][C:28]1[C:22]2[C:23]([CH2:25][O:26][C:27]=1[CH:52]=3)=[CH:24][C:19]([C:16]1[NH:15][C:14]([C@@H:9]3[CH2:10][CH2:11][C@H:12]([CH3:13])[N:8]3[C:6]([O:5][C:1]([CH3:3])([CH3:2])[CH3:4])=[O:7])=[N:18][CH:17]=1)=[CH:20][CH:21]=2)=[O:45])([CH3:50])([CH3:48])[CH3:49]. The yield is 0.850.